Dataset: Reaction yield outcomes from USPTO patents with 853,638 reactions. Task: Predict the reaction yield, written as a fraction of the theoretical maximum amount of product (1.0 means a 100% yield; for example, 0.34 means a 34% yield). (1) The yield is 0.360. The product is [O:32]=[C:26]1[CH:25]([N:18]2[C:17](=[O:33])[C:16]3[C:20](=[CH:21][CH:22]=[CH:23][C:15]=3[CH2:14][NH:13][C:2]([N:1]([CH3:11])[CH2:7][CH3:6])=[O:39])[C:19]2=[O:24])[CH2:30][CH2:29][C:28](=[O:31])[NH:27]1. The reactants are [N:1]12[CH2:11]CCN=[C:7]1[CH2:6]CCC[CH2:2]2.Cl.[NH2:13][CH2:14][C:15]1[CH:23]=[CH:22][CH:21]=[C:20]2[C:16]=1[C:17](=[O:33])[N:18]([CH:25]1[CH2:30][CH2:29][C:28](=[O:31])[NH:27][C:26]1=[O:32])[C:19]2=[O:24].C(N=C=[O:39])(C)C. The catalyst is CC#N. (2) The reactants are Br[Zn][CH2:3][C:4]([O:6][CH2:7][CH3:8])=[O:5].[C:9](#N)[C:10]1[CH:15]=[CH:14][C:13]([O:16][CH3:17])=[CH:12][CH:11]=1.Cl.C(OCC)(=[O:22])C. The catalyst is C1COCC1. The product is [CH3:17][O:16][C:13]1[CH:14]=[CH:15][C:10]([C:9](=[O:22])[CH2:3][C:4]([O:6][CH2:7][CH3:8])=[O:5])=[CH:11][CH:12]=1. The yield is 0.940. (3) The reactants are C([O-])=O.[NH4+].[OH:5][CH2:6][C:7]1[CH:12]=[C:11]([N+:13]([O-])=O)[CH:10]=[CH:9][C:8]=1[N:16]1[CH2:21][CH2:20][N:19]([C:22]([O:24][C:25]([CH3:28])([CH3:27])[CH3:26])=[O:23])[CH2:18][CH2:17]1. The catalyst is [Pd].C(O)C. The product is [NH2:13][C:11]1[CH:10]=[CH:9][C:8]([N:16]2[CH2:21][CH2:20][N:19]([C:22]([O:24][C:25]([CH3:26])([CH3:28])[CH3:27])=[O:23])[CH2:18][CH2:17]2)=[C:7]([CH2:6][OH:5])[CH:12]=1. The yield is 0.980. (4) The yield is 0.850. The product is [OH:17][CH:14]1[CH2:15][CH2:16][CH:11]([NH:10][C:4]2[CH:3]=[C:2]([C:26]3[CH:25]=[CH:24][CH:23]=[C:22]([S:19]([CH3:18])(=[O:21])=[O:20])[CH:27]=3)[CH:9]=[CH:8][C:5]=2[C:6]#[N:7])[CH2:12][CH2:13]1. The reactants are Br[C:2]1[CH:9]=[CH:8][C:5]([C:6]#[N:7])=[C:4]([NH:10][CH:11]2[CH2:16][CH2:15][CH:14]([OH:17])[CH2:13][CH2:12]2)[CH:3]=1.[CH3:18][S:19]([C:22]1[CH:23]=[C:24](B(O)O)[CH:25]=[CH:26][CH:27]=1)(=[O:21])=[O:20].C(=O)([O-])[O-].[Na+].[Na+].C(COC)OC. The catalyst is C(OCC)(=O)C.Cl[Pd](Cl)([P](C1C=CC=CC=1)(C1C=CC=CC=1)C1C=CC=CC=1)[P](C1C=CC=CC=1)(C1C=CC=CC=1)C1C=CC=CC=1.O.C(O)C. (5) The reactants are [N:1]1[CH:6]=[CH:5][CH:4]=[CH:3][C:2]=1[S:7](Cl)(=[O:9])=[O:8].Cl.[S:12]1[CH:16]=[CH:15][N:14]=[C:13]1[C:17]1[CH:24]=[CH:23][C:20]([CH2:21][NH2:22])=[CH:19][CH:18]=1.Cl.C1(C2N=NC(CN)=CC=2)C=CC=CC=1. No catalyst specified. The product is [S:12]1[CH:16]=[CH:15][N:14]=[C:13]1[C:17]1[CH:18]=[CH:19][C:20]([CH2:21][NH:22][S:7]([C:2]2[CH:3]=[CH:4][CH:5]=[CH:6][N:1]=2)(=[O:9])=[O:8])=[CH:23][CH:24]=1. The yield is 0.750.